This data is from Forward reaction prediction with 1.9M reactions from USPTO patents (1976-2016). The task is: Predict the product of the given reaction. (1) Given the reactants [Br:1][C:2]1[CH:3]=[CH:4][C:5]2[O:14][C:13]3[C:12](=[O:15])[NH:11][C:10]([CH2:16]Cl)=[N:9][C:8]=3[C:6]=2[CH:7]=1.[O:18]=[C:19]1[C:27]2[C:22](=[CH:23][CH:24]=[CH:25][CH:26]=2)[C:21](=[O:28])[N-:20]1.[K+], predict the reaction product. The product is: [Br:1][C:2]1[CH:3]=[CH:4][C:5]2[O:14][C:13]3[C:12](=[O:15])[NH:11][C:10]([CH2:16][N:20]4[C:21](=[O:28])[C:22]5[C:27](=[CH:26][CH:25]=[CH:24][CH:23]=5)[C:19]4=[O:18])=[N:9][C:8]=3[C:6]=2[CH:7]=1. (2) Given the reactants [C:1]([O:5][C:6]([N:8]1[CH2:13][CH2:12][N:11]([C:14](=[O:24])[C:15]2[CH:20]=[C:19]([CH2:21][OH:22])[CH:18]=[CH:17][C:16]=2[F:23])[CH2:10][CH2:9]1)=[O:7])([CH3:4])([CH3:3])[CH3:2].[CH3:25][S:26](Cl)(=[O:28])=[O:27], predict the reaction product. The product is: [C:1]([O:5][C:6]([N:8]1[CH2:13][CH2:12][N:11]([C:14](=[O:24])[C:15]2[CH:20]=[C:19]([CH2:21][O:22][S:26]([CH3:25])(=[O:28])=[O:27])[CH:18]=[CH:17][C:16]=2[F:23])[CH2:10][CH2:9]1)=[O:7])([CH3:4])([CH3:2])[CH3:3]. (3) Given the reactants [F:1][C:2]([F:20])([F:19])[CH2:3][S:4][CH2:5][C:6]1(OCC[O:15]1)[C:7]1[CH:14]=[CH:13][C:10]([CH2:11][NH2:12])=[CH:9][CH:8]=1.FC(F)(F)CSCC1(OCCO1)C1C=CC(C#N)=CC=1, predict the reaction product. The product is: [F:20][C:2]([F:1])([F:19])[CH2:3][S:4][CH2:5][C:6]([C:7]1[CH:14]=[CH:13][C:10]([C:11]#[N:12])=[CH:9][CH:8]=1)=[O:15]. (4) Given the reactants CC(OI1(OC(C)=O)(OC(C)=O)OC(=O)C2C=CC=CC1=2)=O.[C:23]([CH:27]1[CH2:32][CH2:31][CH2:30][CH:29]([CH:33]([CH3:37])[CH2:34][CH2:35][OH:36])[CH2:28]1)([CH3:26])([CH3:25])[CH3:24].O, predict the reaction product. The product is: [C:23]([CH:27]1[CH2:32][CH2:31][CH2:30][CH:29]([CH:33]([CH3:37])[CH2:34][CH:35]=[O:36])[CH2:28]1)([CH3:26])([CH3:24])[CH3:25]. (5) Given the reactants Cl.[CH3:2][O:3][C:4](=[O:12])[C@H:5]([CH2:7][C:8]([O:10][CH3:11])=[O:9])[NH2:6].[IH:13], predict the reaction product. The product is: [IH:13].[CH3:2][O:3][C:4](=[O:12])[C@H:5]([CH2:7][C:8]([O:10][CH3:11])=[O:9])[NH2:6]. (6) Given the reactants [CH3:1][C:2]1([CH3:26])[CH2:11][CH2:10][C:9]([CH3:13])([CH3:12])[C:8]2[CH:7]=[C:6]([Se:14][C:15]#[C:16][C:17]3[CH:25]=[CH:24][C:20]([C:21]([OH:23])=O)=[CH:19][CH:18]=3)[CH:5]=[CH:4][C:3]1=2.CN(C)CCCN=C=NCC.[NH2:38][C:39]1[CH:44]=[CH:43][C:42]([OH:45])=[CH:41][CH:40]=1.O, predict the reaction product. The product is: [OH:45][C:42]1[CH:43]=[CH:44][C:39]([NH:38][C:21](=[O:23])[C:20]2[CH:19]=[CH:18][C:17]([C:16]#[C:15][Se:14][C:6]3[CH:5]=[CH:4][C:3]4[C:2]([CH3:1])([CH3:26])[CH2:11][CH2:10][C:9]([CH3:12])([CH3:13])[C:8]=4[CH:7]=3)=[CH:25][CH:24]=2)=[CH:40][CH:41]=1. (7) The product is: [N:15]1[CH:20]=[CH:19][C:18]([CH2:21][NH:22][C:2]2[C:11]3[C:10](=[O:12])[N:9]([CH3:13])[CH:8]=[N:7][C:6]=3[CH:5]=[C:4]([Cl:14])[N:3]=2)=[CH:17][CH:16]=1. Given the reactants Cl[C:2]1[C:11]2[C:10](=[O:12])[N:9]([CH3:13])[CH:8]=[N:7][C:6]=2[CH:5]=[C:4]([Cl:14])[N:3]=1.[N:15]1[CH:20]=[CH:19][C:18]([CH2:21][NH2:22])=[CH:17][CH:16]=1.CCN(C(C)C)C(C)C, predict the reaction product.